Dataset: Peptide-MHC class II binding affinity with 134,281 pairs from IEDB. Task: Regression. Given a peptide amino acid sequence and an MHC pseudo amino acid sequence, predict their binding affinity value. This is MHC class II binding data. The peptide sequence is YALFYKLDVVPIDNDNTSY. The MHC is HLA-DQA10104-DQB10503 with pseudo-sequence HLA-DQA10104-DQB10503. The binding affinity (normalized) is 0.455.